From a dataset of Forward reaction prediction with 1.9M reactions from USPTO patents (1976-2016). Predict the product of the given reaction. (1) Given the reactants [Cl:1][C:2]1[N:10]=[C:9]([Cl:11])[CH:8]=[CH:7][C:3]=1[C:4]([OH:6])=[O:5].[CH3:12][C:13](OC(OC(O[C:13]([CH3:15])([CH3:14])[CH3:12])=O)=O)([CH3:15])[CH3:14], predict the reaction product. The product is: [Cl:1][C:2]1[N:10]=[C:9]([Cl:11])[CH:8]=[CH:7][C:3]=1[C:4]([O:6][C:13]([CH3:15])([CH3:14])[CH3:12])=[O:5]. (2) Given the reactants [Cl:1][C:2]1[CH:10]=[C:9](I)[C:5]2[O:6][CH2:7][O:8][C:4]=2[C:3]=1[NH:12][C:13]1[C:22]2[C:17](=[CH:18][C:19]([O:25][CH2:26][CH2:27][CH2:28][N:29]3[CH2:34][CH2:33][O:32][CH2:31][CH2:30]3)=[C:20]([O:23][CH3:24])[CH:21]=2)[N:16]=[CH:15][N:14]=1.[CH:35](NC(C)C)([CH3:37])[CH3:36].C(OCC)(=[O:44])C, predict the reaction product. The product is: [Cl:1][C:2]1[CH:10]=[C:9]([C:36]#[C:35][CH2:37][OH:44])[C:5]2[O:6][CH2:7][O:8][C:4]=2[C:3]=1[NH:12][C:13]1[C:22]2[C:17](=[CH:18][C:19]([O:25][CH2:26][CH2:27][CH2:28][N:29]3[CH2:34][CH2:33][O:32][CH2:31][CH2:30]3)=[C:20]([O:23][CH3:24])[CH:21]=2)[N:16]=[CH:15][N:14]=1. (3) Given the reactants [OH:1][CH2:2][CH:3]([CH2:5][OH:6])[OH:4], predict the reaction product. The product is: [O:1]=[CH:2][C@@H:3]([C@H:5]([C@@H:2]([C@@H:3]([CH2:5][OH:6])[OH:4])[OH:1])[OH:6])[OH:4].